From a dataset of NCI-60 drug combinations with 297,098 pairs across 59 cell lines. Regression. Given two drug SMILES strings and cell line genomic features, predict the synergy score measuring deviation from expected non-interaction effect. (1) Cell line: MDA-MB-231. Synergy scores: CSS=52.4, Synergy_ZIP=-1.87, Synergy_Bliss=-3.59, Synergy_Loewe=-16.7, Synergy_HSA=-3.20. Drug 1: C1=CN(C=N1)CC(O)(P(=O)(O)O)P(=O)(O)O. Drug 2: C1=NC2=C(N1)C(=S)N=CN2. (2) Drug 1: CN1C(=O)N2C=NC(=C2N=N1)C(=O)N. Drug 2: CC1=C2C(C(=O)C3(C(CC4C(C3C(C(C2(C)C)(CC1OC(=O)C(C(C5=CC=CC=C5)NC(=O)OC(C)(C)C)O)O)OC(=O)C6=CC=CC=C6)(CO4)OC(=O)C)O)C)O. Cell line: HS 578T. Synergy scores: CSS=2.89, Synergy_ZIP=-1.60, Synergy_Bliss=-1.66, Synergy_Loewe=-0.460, Synergy_HSA=-1.94. (3) Drug 2: CC1CCCC2(C(O2)CC(NC(=O)CC(C(C(=O)C(C1O)C)(C)C)O)C(=CC3=CSC(=N3)C)C)C. Synergy scores: CSS=15.0, Synergy_ZIP=-4.64, Synergy_Bliss=-0.520, Synergy_Loewe=1.11, Synergy_HSA=0.394. Cell line: UO-31. Drug 1: COC1=CC(=CC(=C1O)OC)C2C3C(COC3=O)C(C4=CC5=C(C=C24)OCO5)OC6C(C(C7C(O6)COC(O7)C8=CC=CS8)O)O. (4) Drug 1: CC1=CC2C(CCC3(C2CCC3(C(=O)C)OC(=O)C)C)C4(C1=CC(=O)CC4)C. Drug 2: CC1C(C(=O)NC(C(=O)N2CCCC2C(=O)N(CC(=O)N(C(C(=O)O1)C(C)C)C)C)C(C)C)NC(=O)C3=C4C(=C(C=C3)C)OC5=C(C(=O)C(=C(C5=N4)C(=O)NC6C(OC(=O)C(N(C(=O)CN(C(=O)C7CCCN7C(=O)C(NC6=O)C(C)C)C)C)C(C)C)C)N)C. Cell line: SN12C. Synergy scores: CSS=11.5, Synergy_ZIP=4.00, Synergy_Bliss=10.8, Synergy_Loewe=12.5, Synergy_HSA=11.5. (5) Drug 1: C(=O)(N)NO. Drug 2: C1CNP(=O)(OC1)N(CCCl)CCCl. Cell line: OVCAR-4. Synergy scores: CSS=1.88, Synergy_ZIP=-1.08, Synergy_Bliss=-1.97, Synergy_Loewe=0.863, Synergy_HSA=-1.76. (6) Drug 1: C1CN1P(=S)(N2CC2)N3CC3. Drug 2: C(=O)(N)NO. Cell line: UO-31. Synergy scores: CSS=12.7, Synergy_ZIP=-3.73, Synergy_Bliss=0.692, Synergy_Loewe=-7.87, Synergy_HSA=1.18. (7) Drug 1: C1CC(=O)NC(=O)C1N2CC3=C(C2=O)C=CC=C3N. Drug 2: CC1C(C(CC(O1)OC2CC(CC3=C2C(=C4C(=C3O)C(=O)C5=C(C4=O)C(=CC=C5)OC)O)(C(=O)C)O)N)O.Cl. Cell line: SN12C. Synergy scores: CSS=28.0, Synergy_ZIP=-2.16, Synergy_Bliss=1.41, Synergy_Loewe=2.50, Synergy_HSA=2.63. (8) Drug 1: CC1=C(C=C(C=C1)NC2=NC=CC(=N2)N(C)C3=CC4=NN(C(=C4C=C3)C)C)S(=O)(=O)N.Cl. Drug 2: CC12CCC(CC1=CCC3C2CCC4(C3CC=C4C5=CN=CC=C5)C)O. Cell line: UACC-257. Synergy scores: CSS=15.6, Synergy_ZIP=0.0303, Synergy_Bliss=10.1, Synergy_Loewe=9.01, Synergy_HSA=8.88. (9) Drug 1: CN1CCC(CC1)COC2=C(C=C3C(=C2)N=CN=C3NC4=C(C=C(C=C4)Br)F)OC. Drug 2: CC1=C(C=C(C=C1)C(=O)NC2=CC(=CC(=C2)C(F)(F)F)N3C=C(N=C3)C)NC4=NC=CC(=N4)C5=CN=CC=C5. Cell line: A549. Synergy scores: CSS=7.26, Synergy_ZIP=-2.88, Synergy_Bliss=-1.66, Synergy_Loewe=-9.14, Synergy_HSA=-2.79. (10) Drug 1: B(C(CC(C)C)NC(=O)C(CC1=CC=CC=C1)NC(=O)C2=NC=CN=C2)(O)O. Cell line: SK-OV-3. Drug 2: CC(C)(C#N)C1=CC=C(C=C1)N2C3=C4C=C(C=CC4=NC=C3N(C2=O)C)C5=CC6=CC=CC=C6N=C5. Synergy scores: CSS=73.5, Synergy_ZIP=4.14, Synergy_Bliss=3.85, Synergy_Loewe=4.12, Synergy_HSA=7.84.